This data is from Tyrosyl-DNA phosphodiesterase HTS with 341,365 compounds. The task is: Binary Classification. Given a drug SMILES string, predict its activity (active/inactive) in a high-throughput screening assay against a specified biological target. (1) The drug is o1c(C(=O)N2C(=O)c3c(C2=O)cccc3N)ccc1. The result is 0 (inactive). (2) The compound is O=C1N(C(=O)N(C(=O)/C1=C\NCCCNC1CCCCC1)C)C. The result is 0 (inactive). (3) The compound is s1c(nc2c1cccc2)C(=O)Nc1c2c(oc1C(=O)N)cccc2. The result is 1 (active).